Regression. Given two drug SMILES strings and cell line genomic features, predict the synergy score measuring deviation from expected non-interaction effect. From a dataset of NCI-60 drug combinations with 297,098 pairs across 59 cell lines. (1) Drug 1: CN(C)C1=NC(=NC(=N1)N(C)C)N(C)C. Drug 2: CC(C)CN1C=NC2=C1C3=CC=CC=C3N=C2N. Cell line: DU-145. Synergy scores: CSS=-2.35, Synergy_ZIP=1.86, Synergy_Bliss=3.38, Synergy_Loewe=1.89, Synergy_HSA=-0.605. (2) Drug 1: CCC1=CC2CC(C3=C(CN(C2)C1)C4=CC=CC=C4N3)(C5=C(C=C6C(=C5)C78CCN9C7C(C=CC9)(C(C(C8N6C)(C(=O)OC)O)OC(=O)C)CC)OC)C(=O)OC.C(C(C(=O)O)O)(C(=O)O)O. Drug 2: C1=CC(=CC=C1CC(C(=O)O)N)N(CCCl)CCCl.Cl. Cell line: OVCAR-4. Synergy scores: CSS=11.2, Synergy_ZIP=-2.40, Synergy_Bliss=0.0206, Synergy_Loewe=-25.2, Synergy_HSA=-3.01. (3) Drug 1: CC(C1=C(C=CC(=C1Cl)F)Cl)OC2=C(N=CC(=C2)C3=CN(N=C3)C4CCNCC4)N. Drug 2: CC=C1C(=O)NC(C(=O)OC2CC(=O)NC(C(=O)NC(CSSCCC=C2)C(=O)N1)C(C)C)C(C)C. Cell line: RXF 393. Synergy scores: CSS=43.9, Synergy_ZIP=-0.701, Synergy_Bliss=-1.39, Synergy_Loewe=-69.9, Synergy_HSA=-0.352. (4) Drug 1: C1C(C(OC1N2C=C(C(=O)NC2=O)F)CO)O. Drug 2: CC1CCC2CC(C(=CC=CC=CC(CC(C(=O)C(C(C(=CC(C(=O)CC(OC(=O)C3CCCCN3C(=O)C(=O)C1(O2)O)C(C)CC4CCC(C(C4)OC)O)C)C)O)OC)C)C)C)OC. Cell line: HCT-15. Synergy scores: CSS=4.37, Synergy_ZIP=-4.09, Synergy_Bliss=-0.719, Synergy_Loewe=-9.81, Synergy_HSA=-2.96. (5) Drug 2: N.N.Cl[Pt+2]Cl. Synergy scores: CSS=45.1, Synergy_ZIP=-1.45, Synergy_Bliss=-3.03, Synergy_Loewe=-30.6, Synergy_HSA=-1.81. Drug 1: CCC1=CC2CC(C3=C(CN(C2)C1)C4=CC=CC=C4N3)(C5=C(C=C6C(=C5)C78CCN9C7C(C=CC9)(C(C(C8N6C)(C(=O)OC)O)OC(=O)C)CC)OC)C(=O)OC.C(C(C(=O)O)O)(C(=O)O)O. Cell line: SR.